From a dataset of Reaction yield outcomes from USPTO patents with 853,638 reactions. Predict the reaction yield, written as a fraction of the theoretical maximum amount of product (1.0 means a 100% yield; for example, 0.34 means a 34% yield). (1) The reactants are [C:1]([N:8]1[CH2:13][CH2:12][CH2:11][CH2:10][C:9]1=O)([O:3][C:4]([CH3:7])([CH3:6])[CH3:5])=[O:2].[NH3:15].[BH4-].[Na+]. The catalyst is CCO.CC(C)[O-].[Ti+4].CC(C)[O-].CC(C)[O-].CC(C)[O-]. The product is [C:4]([O:3][C:1]([N:8]1[CH2:13][CH2:12][CH:11]([NH2:15])[CH2:10][CH2:9]1)=[O:2])([CH3:7])([CH3:6])[CH3:5]. The yield is 0.440. (2) The reactants are [O:1]=[C:2]1[C:11]2[C:6](=[CH:7][C:8](OS(C(F)(F)F)(=O)=O)=[CH:9][CH:10]=2)[O:5][C:4]([C:20]([O:22][CH2:23][CH3:24])=[O:21])=[CH:3]1.[Cl:25][C:26]1[CH:31]=[CH:30][CH:29]=[C:28]([Cl:32])[C:27]=1[C:33]1[C:37]([CH2:38][O:39][C:40]2[CH:45]=[CH:44][C:43](B3OC(C)(C)C(C)(C)O3)=[CH:42][CH:41]=2)=[C:36]([CH:55]([CH3:57])[CH3:56])[O:35][N:34]=1.P([O-])([O-])([O-])=O.[K+].[K+].[K+].C(OCC)(=O)C. The catalyst is COCCOC.O. The product is [Cl:32][C:28]1[CH:29]=[CH:30][CH:31]=[C:26]([Cl:25])[C:27]=1[C:33]1[C:37]([CH2:38][O:39][C:40]2[CH:41]=[CH:42][C:43]([C:8]3[CH:7]=[C:6]4[C:11]([C:2](=[O:1])[CH:3]=[C:4]([C:20]([O:22][CH2:23][CH3:24])=[O:21])[O:5]4)=[CH:10][CH:9]=3)=[CH:44][CH:45]=2)=[C:36]([CH:55]([CH3:57])[CH3:56])[O:35][N:34]=1. The yield is 0.700. (3) The reactants are [F:1][C:2]1[CH:9]=[CH:8][CH:7]=[CH:6][C:3]=1[CH:4]=[CH2:5].C(O)(=[O:12])C.BrN1C(=O)CCC1=O.C(=O)([O-])[O-].[Na+].[Na+].[OH-].[Na+]. The catalyst is O1CCOCC1.O. The product is [F:1][C:2]1[CH:9]=[CH:8][CH:7]=[CH:6][C:3]=1[CH:4]1[CH2:5][O:12]1. The yield is 0.940.